This data is from Catalyst prediction with 721,799 reactions and 888 catalyst types from USPTO. The task is: Predict which catalyst facilitates the given reaction. (1) Reactant: [CH2:1]([N:3]1[CH:7]=[C:6]([CH:8]=O)[CH:5]=[N:4]1)[CH3:2].C(O)(=O)[CH2:11][C:12]([OH:14])=[O:13].N1CCCCC1.Cl. Product: [CH2:1]([N:3]1[CH:7]=[C:6](/[CH:8]=[CH:11]/[C:12]([OH:14])=[O:13])[CH:5]=[N:4]1)[CH3:2]. The catalyst class is: 803. (2) Reactant: [F:1][C@H:2]1[CH2:7][CH2:6][N:5](C(OC(C)(C)C)=O)[C@@H:4]([CH3:15])[CH2:3]1.[ClH:16].CCOCC. Product: [ClH:16].[F:1][C@H:2]1[CH2:7][CH2:6][NH:5][C@@H:4]([CH3:15])[CH2:3]1. The catalyst class is: 28.